From a dataset of Forward reaction prediction with 1.9M reactions from USPTO patents (1976-2016). Predict the product of the given reaction. Given the reactants [CH:1]1([S:4]([C:7]2[CH:12]=[CH:11][C:10]([N+:13]([O-])=O)=[CH:9][CH:8]=2)(=[O:6])=[O:5])[CH2:3][CH2:2]1, predict the reaction product. The product is: [CH:1]1([S:4]([C:7]2[CH:12]=[CH:11][C:10]([NH2:13])=[CH:9][CH:8]=2)(=[O:6])=[O:5])[CH2:3][CH2:2]1.